From a dataset of Forward reaction prediction with 1.9M reactions from USPTO patents (1976-2016). Predict the product of the given reaction. (1) Given the reactants [Cl:1][C:2]1[CH:3]=[C:4]([F:24])[C:5]([C:18]2[N:19]=[N:20][N:21]([CH3:23])[N:22]=2)=[C:6]([C:8]2[CH:9]=[C:10]([F:17])[C:11]([C@H:14]([NH2:16])[CH3:15])=[N:12][CH:13]=2)[CH:7]=1.[F:25][C:26]1([F:35])[CH2:30][CH2:29][C:28]([OH:34])([C:31](O)=[O:32])[CH2:27]1.F[P-](F)(F)(F)(F)F.N1(O[P+](N(C)C)(N(C)C)N(C)C)C2C=CC=CC=2N=N1.C(N(CC)CC)C, predict the reaction product. The product is: [Cl:1][C:2]1[CH:3]=[C:4]([F:24])[C:5]([C:18]2[N:19]=[N:20][N:21]([CH3:23])[N:22]=2)=[C:6]([C:8]2[CH:9]=[C:10]([F:17])[C:11]([C@H:14]([NH:16][C:31]([C:28]3([OH:34])[CH2:29][CH2:30][C:26]([F:35])([F:25])[CH2:27]3)=[O:32])[CH3:15])=[N:12][CH:13]=2)[CH:7]=1. (2) Given the reactants [NH2:1][C:2]1[CH:3]=[CH:4][C:5]([F:19])=[C:6]([C@:8]2([CH3:18])[C:14]([F:16])([F:15])[CH2:13][O:12][CH2:11][C:10]([NH2:17])=[N:9]2)[CH:7]=1.[CH2:20]([O:22][CH2:23][C:24]1[CH:25]=[CH:26][C:27]([C:30]([OH:32])=[O:31])=[N:28][CH:29]=1)[CH3:21].C(OC(C)C)(C)C, predict the reaction product. The product is: [CH:30]([OH:32])=[O:31].[NH2:17][C:10]1[CH2:11][O:12][CH2:13][C:14]([F:15])([F:16])[C@:8]([C:6]2[CH:7]=[C:2]([NH:1][C:30](=[O:31])[C:27]3[CH:26]=[CH:25][C:24]([CH2:23][O:22][CH2:20][CH3:21])=[CH:29][N:28]=3)[CH:3]=[CH:4][C:5]=2[F:19])([CH3:18])[N:9]=1. (3) Given the reactants [CH3:1][O:2][C:3]1[CH:12]=[C:11]2[C:6]([CH:7]=[CH:8][CH:9]=[C:10]2[C:13](=[O:17])[C:14](O)=[O:15])=[CH:5][CH:4]=1.CCCP(=O)=O.[NH4+].[Cl-].C([NH:29]C(C)C)(C)C, predict the reaction product. The product is: [CH3:1][O:2][C:3]1[CH:12]=[C:11]2[C:6]([CH:7]=[CH:8][CH:9]=[C:10]2[C:13](=[O:17])[C:14]([NH2:29])=[O:15])=[CH:5][CH:4]=1. (4) Given the reactants [H-].[H-].[H-].[H-].[Li+].[Al+3].Cl.C([O:10][C:11](=O)[C@H:12]([CH3:20])[NH:13][C:14]1[CH:19]=[CH:18][CH:17]=[CH:16][CH:15]=1)C.O.[OH-].[K+], predict the reaction product. The product is: [C:14]1([NH:13][C@H:12]([CH2:11][OH:10])[CH3:20])[CH:19]=[CH:18][CH:17]=[CH:16][CH:15]=1. (5) Given the reactants [OH:1][C:2]1[CH:7]=[CH:6][C:5]([C:8]2[N:13]=[C:12]([NH:14][C:15]3[CH:16]=[C:17]([CH:21]=[CH:22][CH:23]=3)[C:18](O)=[O:19])[CH:11]=[N:10][CH:9]=2)=[CH:4][CH:3]=1.[CH2:24]([N:26]([CH2:29]C)[CH2:27]C)[CH3:25].C[N:32](C(ON1N=NC2C=CC=CC1=2)=[N+](C)C)C.[B-](F)(F)(F)F, predict the reaction product. The product is: [CH3:27][N:26]([CH3:29])[CH2:24][CH2:25][NH:32][C:18](=[O:19])[C:17]1[CH:21]=[CH:22][CH:23]=[C:15]([NH:14][C:12]2[CH:11]=[N:10][CH:9]=[C:8]([C:5]3[CH:4]=[CH:3][C:2]([OH:1])=[CH:7][CH:6]=3)[N:13]=2)[CH:16]=1. (6) Given the reactants [H-].[Na+].[CH3:3][C:4](=[CH2:17])[CH2:5][CH:6]([C:12]([O:14][CH2:15][CH3:16])=[O:13])[C:7]([O:9][CH2:10][CH3:11])=[O:8].Cl[CH2:19][C:20]([CH3:22])=[CH2:21].[Cl-].[NH4+], predict the reaction product. The product is: [CH3:17][C:4](=[CH2:3])[CH2:5][C:6]([CH2:21][C:20]([CH3:22])=[CH2:19])([C:7]([O:9][CH2:10][CH3:11])=[O:8])[C:12]([O:14][CH2:15][CH3:16])=[O:13]. (7) Given the reactants [CH:1](O)=O.C(OC(=O)C)(=O)C.[NH2:11][C:12]1[CH:13]=[C:14]([CH:19]=[CH:20][CH:21]=1)[C:15]([O:17][CH3:18])=[O:16].CSC.B, predict the reaction product. The product is: [CH3:1][NH:11][C:12]1[CH:13]=[C:14]([CH:19]=[CH:20][CH:21]=1)[C:15]([O:17][CH3:18])=[O:16].